This data is from Catalyst prediction with 721,799 reactions and 888 catalyst types from USPTO. The task is: Predict which catalyst facilitates the given reaction. (1) Reactant: [CH:1]1([C:7]2[CH:12]=[CH:11][C:10]([C:13](=[O:15])[CH3:14])=[CH:9][C:8]=2[N+:16]([O-])=O)[CH2:6][CH2:5][CH2:4][CH2:3][CH2:2]1. Product: [NH2:16][C:8]1[CH:9]=[C:10]([C:13](=[O:15])[CH3:14])[CH:11]=[CH:12][C:7]=1[CH:1]1[CH2:6][CH2:5][CH2:4][CH2:3][CH2:2]1. The catalyst class is: 33. (2) Reactant: [C:1]([C:3]1[CH:4]=[C:5]([C:16](=[O:24])[C:17]2[CH:22]=[CH:21][CH:20]=[C:19]([OH:23])[CH:18]=2)[N:6]2[C:15]3[C:10](=[CH:11][CH:12]=[CH:13][CH:14]=3)[CH:9]=[CH:8][C:7]=12)#[N:2].Cl.Cl[CH2:27][CH2:28][N:29]1[CH2:34][CH2:33][O:32][CH2:31][CH2:30]1.C(=O)([O-])[O-].[K+].[K+]. Product: [C:1]([C:3]1[CH:4]=[C:5]([C:16](=[O:24])[C:17]2[CH:22]=[CH:21][CH:20]=[C:19]([O:23][CH2:27][CH2:28][N:29]3[CH2:34][CH2:33][O:32][CH2:31][CH2:30]3)[CH:18]=2)[N:6]2[C:15]3[C:10](=[CH:11][CH:12]=[CH:13][CH:14]=3)[CH:9]=[CH:8][C:7]=12)#[N:2]. The catalyst class is: 21. (3) Reactant: C(O[CH:5]([C:28]1[N:44]=[C:31]2[N:32]=[CH:33][C:34]3[CH2:35][C:36]4([O:43][CH2:42][CH2:41][O:40]4)[CH2:37][CH2:38][C:39]=3[N:30]2[N:29]=1)[C:6]1(Br)[C:12](=[O:13])[N:11]2[C@@H:7]1[S:8][CH:9]=[C:10]2[C:14]([O:16]CC1C=CC([N+]([O-])=O)=CC=1)=[O:15])(=O)C.C(#N)C. Product: [N:29]1[N:30]2[C:39]3[CH2:38][CH2:37][C:36]4([O:43][CH2:42][CH2:41][O:40]4)[CH2:35][C:34]=3[CH:33]=[N:32][C:31]2=[N:44][C:28]=1/[CH:5]=[C:6]1\[C@@H:7]2[N:11]([C:12]\1=[O:13])[C:10]([C:14]([OH:16])=[O:15])=[CH:9][S:8]2. The catalyst class is: 123. (4) The catalyst class is: 19. Reactant: [CH3:1][S:2]([CH2:5][C:6](=[CH2:10])[C:7]([OH:9])=[O:8])(=[O:4])=[O:3]. Product: [CH3:10][CH:6]([CH2:5][S:2]([CH3:1])(=[O:4])=[O:3])[C:7]([OH:9])=[O:8]. (5) Reactant: [NH:1]1[CH2:7][C:5](=[O:6])[NH:4][C:2]1=[O:3].[H-].[Na+].Br[CH2:11][C:12]1[CH:19]=[CH:18][C:15]([CH:16]=[O:17])=[CH:14][CH:13]=1.[NH4+].[Cl-]. Product: [O:3]=[C:2]1[NH:1][CH2:7][C:5](=[O:6])[N:4]1[CH2:11][C:12]1[CH:19]=[CH:18][C:15]([CH:16]=[O:17])=[CH:14][CH:13]=1. The catalyst class is: 3. (6) Reactant: [CH3:1][O:2][C:3]([C:5]1[S:9][C:8]2[C:10](Br)=[CH:11][S:12][C:7]=2[C:6]=1[O:14][CH2:15][C:16]([O:18][CH2:19][CH3:20])=[O:17])=[O:4].[NH2:21][C:22]1[CH:23]=[C:24](B(O)O)[CH:25]=[CH:26][CH:27]=1.[F-].[K+]. Product: [CH3:1][O:2][C:3]([C:5]1[S:9][C:8]2[C:10]([C:26]3[CH:25]=[CH:24][CH:23]=[C:22]([NH2:21])[CH:27]=3)=[CH:11][S:12][C:7]=2[C:6]=1[O:14][CH2:15][C:16]([O:18][CH2:19][CH3:20])=[O:17])=[O:4]. The catalyst class is: 73. (7) Reactant: [Cl:1][C:2]1[CH:7]=[CH:6][N:5]=[C:4]2[CH:8]=[C:9]([C:11]([OH:13])=O)[S:10][C:3]=12.S(Cl)(Cl)=O.[NH3:18].O1CCOCC1. Product: [Cl:1][C:2]1[CH:7]=[CH:6][N:5]=[C:4]2[CH:8]=[C:9]([C:11]([NH2:18])=[O:13])[S:10][C:3]=12. The catalyst class is: 85. (8) Reactant: Cl[C:2]1[N:7]=[C:6]([NH2:8])[C:5]([N+:9]([O-:11])=[O:10])=[CH:4][CH:3]=1.[CH3:12][C:13]1[N:17]2[CH2:18][CH2:19][NH:20][CH2:21][C:16]2=[N:15][N:14]=1.CN(C=O)C.CCN(C(C)C)C(C)C. Product: [CH3:12][C:13]1[N:17]2[CH2:18][CH2:19][N:20]([C:2]3[N:7]=[C:6]([NH2:8])[C:5]([N+:9]([O-:11])=[O:10])=[CH:4][CH:3]=3)[CH2:21][C:16]2=[N:15][N:14]=1. The catalyst class is: 6. (9) Reactant: [F:1][C:2]1[CH:7]=[C:6]([F:8])[C:5]([C:9]2[CH:20]=[N:19][C:12]3[N:13]=[C:14]([NH:17][CH3:18])[N:15]=[CH:16][C:11]=3[CH:10]=2)=[CH:4][C:3]=1[NH:21][C:22]([NH:24][CH2:25][CH2:26][C:27]([CH3:30])([CH3:29])[CH3:28])=[O:23].[CH3:31][S:32]([OH:35])(=[O:34])=[O:33]. Product: [CH3:31][S:32]([OH:35])(=[O:34])=[O:33].[F:1][C:2]1[CH:7]=[C:6]([F:8])[C:5]([C:9]2[CH:20]=[N:19][C:12]3[N:13]=[C:14]([NH:17][CH3:18])[N:15]=[CH:16][C:11]=3[CH:10]=2)=[CH:4][C:3]=1[NH:21][C:22]([NH:24][CH2:25][CH2:26][C:27]([CH3:30])([CH3:29])[CH3:28])=[O:23]. The catalyst class is: 5.